From a dataset of Reaction yield outcomes from USPTO patents with 853,638 reactions. Predict the reaction yield, written as a fraction of the theoretical maximum amount of product (1.0 means a 100% yield; for example, 0.34 means a 34% yield). (1) The reactants are [CH2:1]([C:3]1[C:8]([CH3:9])=[CH:7][N+:6]([O-])=[C:5]([CH3:11])[C:4]=1[CH3:12])[CH3:2].[C:13]([O:16]C(=O)C)(=[O:15])[CH3:14]. The yield is 0.760. No catalyst specified. The product is [C:13]([O:16][CH2:11][C:5]1[C:4]([CH3:12])=[C:3]([CH2:1][CH3:2])[C:8]([CH3:9])=[CH:7][N:6]=1)(=[O:15])[CH3:14]. (2) The yield is 0.300. The product is [F:32][CH2:2][CH2:3][O:4][C:5]([N:7]1[CH2:12][CH2:11][CH:10]([NH:13][C:14]([C:16]2[C:20]([NH:21][C:22](=[O:31])[C:23]3[C:28]([Cl:29])=[CH:27][CH:26]=[CH:25][C:24]=3[Cl:30])=[CH:19][NH:18][N:17]=2)=[O:15])[CH2:9][CH2:8]1)=[O:6]. The reactants are Br[CH2:2][CH2:3][O:4][C:5]([N:7]1[CH2:12][CH2:11][CH:10]([NH:13][C:14]([C:16]2[C:20]([NH:21][C:22](=[O:31])[C:23]3[C:28]([Cl:29])=[CH:27][CH:26]=[CH:25][C:24]=3[Cl:30])=[CH:19][NH:18][N:17]=2)=[O:15])[CH2:9][CH2:8]1)=[O:6].[F-:32].C([N+](CCCC)(CCCC)CCCC)CCC. The catalyst is C1COCC1. (3) The reactants are [F:1][C:2]1[CH:11]=[CH:10][C:9]2[N:8]=[CH:7][C:6](=[O:12])[N:5]3[CH2:13][CH:14]([NH:15][CH2:16][CH2:17][CH2:18][C@H:19]4[O:23][C:22](=[O:24])[N:21]([C:25]5[CH:26]=[CH:27][C:28]6[S:29][CH2:30][C:31](=[O:35])[NH:32][C:33]=6[N:34]=5)[CH2:20]4)[C:3]=1[C:4]=23.[CH3:36][C:37]([O:40][C:41](O[C:41]([O:40][C:37]([CH3:39])([CH3:38])[CH3:36])=[O:42])=[O:42])([CH3:39])[CH3:38]. The catalyst is C(Cl)Cl.CO.C1COCC1. The product is [C:37]([O:40][C:41](=[O:42])[N:15]([CH:14]1[C:3]2[C:4]3[N:5]([C:6](=[O:12])[CH:7]=[N:8][C:9]=3[CH:10]=[CH:11][C:2]=2[F:1])[CH2:13]1)[CH2:16][CH2:17][CH2:18][C@H:19]1[O:23][C:22](=[O:24])[N:21]([C:25]2[CH:26]=[CH:27][C:28]3[S:29][CH2:30][C:31](=[O:35])[NH:32][C:33]=3[N:34]=2)[CH2:20]1)([CH3:39])([CH3:38])[CH3:36]. The yield is 0.850. (4) The catalyst is C(Cl)Cl. The reactants are [C:1]([O:5][C:6](=[O:29])[NH:7][C@H:8]1[CH2:16][CH2:15][CH2:14][C@H:13]([CH2:17][CH2:18][OH:19])[C@@H:12]([O:20][C:21]2[CH:26]=[CH:25][CH:24]=[CH:23][CH:22]=2)[C@H:11]([CH3:27])[O:10][C:9]1=[O:28])([CH3:4])([CH3:3])[CH3:2].CC(OI1(OC(C)=O)(OC(C)=O)OC(=O)C2C=CC=CC1=2)=O. The product is [C:1]([O:5][C:6](=[O:29])[NH:7][C@H:8]1[CH2:16][CH2:15][CH2:14][C@H:13]([CH2:17][CH:18]=[O:19])[C@@H:12]([O:20][C:21]2[CH:22]=[CH:23][CH:24]=[CH:25][CH:26]=2)[C@H:11]([CH3:27])[O:10][C:9]1=[O:28])([CH3:3])([CH3:2])[CH3:4]. The yield is 0.980. (5) The product is [N+:15]([C:12]1[CH:13]=[CH:14][C:9]([CH2:8][CH2:7][CH2:6][C:2]2[N:1]([C:23]([O:22][C:19]([CH3:21])([CH3:20])[CH3:18])=[O:24])[CH:5]=[CH:4][N:3]=2)=[N:10][CH:11]=1)([O-:17])=[O:16]. The catalyst is C(Cl)Cl. The reactants are [NH:1]1[CH:5]=[CH:4][N:3]=[C:2]1[CH2:6][CH2:7][CH2:8][C:9]1[CH:14]=[CH:13][C:12]([N+:15]([O-:17])=[O:16])=[CH:11][N:10]=1.[CH3:18][C:19]([O:22][C:23](O[C:23]([O:22][C:19]([CH3:21])([CH3:20])[CH3:18])=[O:24])=[O:24])([CH3:21])[CH3:20]. The yield is 0.710. (6) The reactants are [CH3:1][C@@:2]12[C@H:11]3[CH2:12][CH2:13][C@:14]4([CH3:20])[C:18](=[O:19])[CH2:17][CH2:16][C@H:15]4[C@@H:10]3[CH2:9][CH2:8][C@H:7]1[CH2:6][C@@H:5](O)[CH2:4][CH2:3]2.C(N(S(F)(F)F)CC)C. The catalyst is ClCCl. The product is [CH3:20][C@:14]12[CH2:13][CH2:12][C@H:11]3[C@@H:10]([CH2:9][CH2:8][C@@H:7]4[C@:2]3([CH3:1])[CH2:3][CH:4]=[CH:5][CH2:6]4)[C@@H:15]1[CH2:16][CH2:17][C:18]2=[O:19]. The yield is 0.300. (7) The reactants are Cl[C:2]1[CH:3]=[N:4][CH:5]=[C:6]([Cl:17])[C:7]=1[N:8]1[CH2:13][CH2:12][CH:11]([C:14]([NH2:16])=[O:15])[CH2:10][CH2:9]1.[C:18]1(B(O)O)[CH:23]=[CH:22][CH:21]=[CH:20][CH:19]=1.C(=O)([O-])[O-].[Na+].[Na+]. The catalyst is C1C=CC([P]([Pd]([P](C2C=CC=CC=2)(C2C=CC=CC=2)C2C=CC=CC=2)([P](C2C=CC=CC=2)(C2C=CC=CC=2)C2C=CC=CC=2)[P](C2C=CC=CC=2)(C2C=CC=CC=2)C2C=CC=CC=2)(C2C=CC=CC=2)C2C=CC=CC=2)=CC=1.C(#N)C. The product is [Cl:17][C:6]1[CH:5]=[N:4][CH:3]=[C:2]([C:18]2[CH:23]=[CH:22][CH:21]=[CH:20][CH:19]=2)[C:7]=1[N:8]1[CH2:13][CH2:12][CH:11]([C:14]([NH2:16])=[O:15])[CH2:10][CH2:9]1. The yield is 0.220.